Task: Predict the product of the given reaction.. Dataset: Forward reaction prediction with 1.9M reactions from USPTO patents (1976-2016) (1) Given the reactants [C:1](N1C=CN=C1)([N:3]1C=CN=[CH:4]1)=O.[F:13][C:14]([F:30])([F:29])[C:15]1[CH:20]=[CH:19][N:18]=[CH:17][C:16]=1[C:21]1[O:25][N:24]=[C:23]([C:26]([OH:28])=O)[N:22]=1.CNC, predict the reaction product. The product is: [CH3:1][N:3]([CH3:4])[C:26]([C:23]1[N:22]=[C:21]([C:16]2[CH:17]=[N:18][CH:19]=[CH:20][C:15]=2[C:14]([F:13])([F:30])[F:29])[O:25][N:24]=1)=[O:28]. (2) The product is: [F:12][C:11]1[C:2]([C:18]2[CH:17]=[N:16][N:15]([CH3:14])[CH:19]=2)=[CH:3][CH:4]=[C:5]2[C:10]=1[N:9]=[C:8]([CH3:13])[CH:7]=[CH:6]2. Given the reactants Br[C:2]1[C:11]([F:12])=[C:10]2[C:5]([CH:6]=[CH:7][C:8]([CH3:13])=[N:9]2)=[CH:4][CH:3]=1.[CH3:14][N:15]1[CH:19]=[C:18](B2OC(C)(C)C(C)(C)O2)[CH:17]=[N:16]1.[F-].[Cs+].C(N(CC)CC)C, predict the reaction product. (3) Given the reactants [Cl:1][CH2:2][CH2:3][CH2:4][CH2:5][CH2:6][CH:7]1[CH2:24][C@@:22]2([CH3:23])[C@@H:18]([CH2:19][CH2:20][C:21]2=[O:25])[C@H:17]2[C:8]1=[C:9]1[C:14]([CH2:15][CH2:16]2)=[CH:13][C:12](=[O:26])[CH2:11][CH2:10]1, predict the reaction product. The product is: [Cl:1][CH2:2][CH2:3][CH2:4][CH2:5][CH2:6][CH:7]1[CH2:24][C@@:22]2([CH3:23])[C@@H:18]([CH2:19][CH2:20][C:21]2=[O:25])[C@H:17]2[C@H:8]1[C:9]1[CH:10]=[CH:11][C:12]([OH:26])=[CH:13][C:14]=1[CH2:15][CH2:16]2. (4) Given the reactants [Br:1][C:2]1[CH:3]=[N:4][N:5]([CH2:7][CH2:8]Cl)[CH:6]=1.C(=O)([O-])[O-].[Cs+].[Cs+].[CH3:16][NH:17][CH2:18][C:19]1[CH:24]=[CH:23][CH:22]=[CH:21][CH:20]=1, predict the reaction product. The product is: [Br:1][C:2]1[CH:3]=[N:4][N:5]([CH2:7][CH2:8][N:17]([CH3:16])[CH2:18][C:19]2[CH:24]=[CH:23][CH:22]=[CH:21][CH:20]=2)[CH:6]=1. (5) Given the reactants [CH3:1][C:2]([O:5][C:6]([N:8]1[CH2:12][CH2:11][CH:10]([C:13]([OH:15])=O)[CH2:9]1)=[O:7])([CH3:4])[CH3:3].C1N=CN(C(N2C=NC=C2)=O)C=1.[CH:28]1[CH:29]=[CH:30][C:31]2N(O)N=[N:34][C:32]=2[CH:33]=1.NC1C=CC=CC=1, predict the reaction product. The product is: [C:32]1([NH:34][C:13]([CH:10]2[CH2:11][CH2:12][N:8]([C:6]([O:5][C:2]([CH3:1])([CH3:3])[CH3:4])=[O:7])[CH2:9]2)=[O:15])[CH:33]=[CH:28][CH:29]=[CH:30][CH:31]=1. (6) Given the reactants [CH3:1][C:2]1[CH:7]=[CH:6][C:5]([CH3:8])=[CH:4][C:3]=1[N:9]1[CH2:14][CH2:13][N:12]([C:15]([CH:17]2[CH2:21][N:20](S(C3C=CC(C)=CC=3)(=O)=O)[C:19](=[O:32])[N:18]2[C:33]2[CH:38]=[CH:37][CH:36]=[CH:35][CH:34]=2)=[O:16])[CH2:11][CH2:10]1.[Mg], predict the reaction product. The product is: [CH3:1][C:2]1[CH:7]=[CH:6][C:5]([CH3:8])=[CH:4][C:3]=1[N:9]1[CH2:14][CH2:13][N:12]([C:15]([CH:17]2[N:18]([C:33]3[CH:34]=[CH:35][CH:36]=[CH:37][CH:38]=3)[C:19](=[O:32])[NH:20][CH2:21]2)=[O:16])[CH2:11][CH2:10]1. (7) Given the reactants [CH3:1][CH2:2][CH2:3][C@H:4]([NH:10][C@H:11]([C:13]([N:15]1[C@H:23]([C:24]([OH:26])=[O:25])[CH2:22][C@H:21]2[C@@H:16]1[CH2:17][CH2:18][CH2:19][CH2:20]2)=[O:14])[CH3:12])[C:5]([O:7][CH2:8][CH3:9])=[O:6].C(OCC)(=O)C.[C:33]([NH2:37])([CH3:36])([CH3:35])[CH3:34], predict the reaction product. The product is: [CH3:1][CH2:2][CH2:3][C@H:4]([NH:10][C@H:11]([C:13]([N:15]1[C@H:23]([C:24]([OH:26])=[O:25])[CH2:22][C@H:21]2[C@@H:16]1[CH2:17][CH2:18][CH2:19][CH2:20]2)=[O:14])[CH3:12])[C:5]([O:7][CH2:8][CH3:9])=[O:6].[CH3:34][C:33]([NH2:37])([CH3:36])[CH3:35]. (8) The product is: [CH3:32][O:33][C:34](=[O:40])[CH:35]([NH:36][C:47]([NH:28][C:8]1([C:5]2[CH:4]=[CH:3][C:2]([Cl:1])=[CH:7][CH:6]=2)[CH2:9][CH2:10]1)=[O:46])[CH:37]([CH3:39])[CH3:38]. Given the reactants [Cl:1][C:2]1[CH:7]=[CH:6][C:5]([C:8]2(C(O)=O)[CH2:10][CH2:9]2)=[CH:4][CH:3]=1.C1(P([N:28]=[N+]=[N-])(C2C=CC=CC=2)=O)C=CC=CC=1.Cl.[CH3:32][O:33][C:34](=[O:40])[CH:35]([CH:37]([CH3:39])[CH3:38])[NH2:36].[OH-].[Na+].C([O:46][CH2:47]C)(=O)C, predict the reaction product.